Dataset: Forward reaction prediction with 1.9M reactions from USPTO patents (1976-2016). Task: Predict the product of the given reaction. (1) Given the reactants [C@@H:1]12[CH2:7][CH2:6][C@@H:5]1[CH2:4][N:3]([CH2:8][CH2:9][CH2:10][O:11][C:12]1[CH:20]=[CH:19][C:15]([C:16]([NH2:18])=[O:17])=[CH:14][CH:13]=1)[CH2:2]2.[ClH:21], predict the reaction product. The product is: [ClH:21].[C@@H:5]12[CH2:6][CH2:7][C@@H:1]1[CH2:2][N:3]([CH2:8][CH2:9][CH2:10][O:11][C:12]1[CH:13]=[CH:14][C:15]([C:16]([NH2:18])=[O:17])=[CH:19][CH:20]=1)[CH2:4]2. (2) Given the reactants C([N:8]1[C@@H:16]2[C@@:11]([C:29]3[CH:34]=[CH:33][C:32]([O:35][CH3:36])=[C:31]([O:37][CH3:38])[CH:30]=3)([CH2:12][CH2:13][C@@H:14]([NH:17][C:18]([NH:20][C:21]3[CH:26]=[CH:25][C:24]([F:27])=[C:23]([F:28])[CH:22]=3)=[O:19])[CH2:15]2)[CH2:10][CH2:9]1)C1C=CC=CC=1, predict the reaction product. The product is: [F:28][C:23]1[CH:22]=[C:21]([NH:20][C:18]([NH:17][C@H:14]2[CH2:15][C@H:16]3[C@:11]([C:29]4[CH:34]=[CH:33][C:32]([O:35][CH3:36])=[C:31]([O:37][CH3:38])[CH:30]=4)([CH2:10][CH2:9][NH:8]3)[CH2:12][CH2:13]2)=[O:19])[CH:26]=[CH:25][C:24]=1[F:27]. (3) Given the reactants [NH:1]([C:10]([O:12][CH2:13][CH:14]1[C:26]2[C:21](=[CH:22][CH:23]=[CH:24][CH:25]=2)[C:20]2[C:15]1=[CH:16][CH:17]=[CH:18][CH:19]=2)=[O:11])[C@H:2]([C:7](O)=[O:8])[CH2:3][CH:4]([CH3:6])[CH3:5].[CH:27]1[C:32]([C:33](O)=[O:34])=[CH:31][CH:30]=[C:29]([NH2:36])[CH:28]=1.CCOC1N(C(OCC)=O)C2C(=CC=CC=2)C=C1.C1(C)C=CC=CC=1, predict the reaction product. The product is: [CH:25]1[C:26]2[CH:14]([CH2:13][O:12][C:10]([NH:1][C@@H:2]([CH2:3][CH:4]([CH3:6])[CH3:5])[C:7]([NH:36][C:29]3[CH:30]=[CH:31][C:32]([CH2:33][OH:34])=[CH:27][CH:28]=3)=[O:8])=[O:11])[C:15]3[C:20](=[CH:19][CH:18]=[CH:17][CH:16]=3)[C:21]=2[CH:22]=[CH:23][CH:24]=1. (4) Given the reactants O1CCOCC1.[Cl:7][C:8]1[CH:13]=[CH:12][C:11]([C:14](=[O:32])[C:15]([NH:24]C(=O)OC(C)(C)C)([C:17]2[CH:18]=[N:19][C:20]([Cl:23])=[CH:21][CH:22]=2)[CH3:16])=[CH:10][C:9]=1[F:33].Cl.O1CCOCC1, predict the reaction product. The product is: [NH2:24][C:15]([C:17]1[CH:18]=[N:19][C:20]([Cl:23])=[CH:21][CH:22]=1)([CH3:16])[C:14]([C:11]1[CH:12]=[CH:13][C:8]([Cl:7])=[C:9]([F:33])[CH:10]=1)=[O:32]. (5) Given the reactants [F:1][C:2]1[CH:7]=[CH:6][C:5]([C:8]2[S:12][C:11]([C:13]([C:15]3[O:16][CH:17]=[CH:18][CH:19]=3)=[O:14])=[CH:10][C:9]=2[CH3:20])=[CH:4][CH:3]=1.CC(N=NC(C#N)(C)C)(C#N)C.[Br:33]N1C(=O)CCC1=O, predict the reaction product. The product is: [Br:33][CH2:20][C:9]1[CH:10]=[C:11]([C:13]([C:15]2[O:16][CH:17]=[CH:18][CH:19]=2)=[O:14])[S:12][C:8]=1[C:5]1[CH:4]=[CH:3][C:2]([F:1])=[CH:7][CH:6]=1. (6) The product is: [C:1]([C:3]1[C:8]([O:9][CH3:10])=[CH:7][C:6]2[O:11][CH2:12][C:13]3[C:17]([C:18]([OH:20])=[O:19])=[N:16][N:15]([C:21]4[CH:25]=[CH:24][S:23][CH:22]=4)[C:14]=3[C:5]=2[CH:4]=1)(=[O:26])[NH2:2]. Given the reactants [C:1]([C:3]1[C:8]([O:9][CH3:10])=[CH:7][C:6]2[O:11][CH2:12][C:13]3[C:17]([C:18]([OH:20])=[O:19])=[N:16][N:15]([C:21]4[CH:25]=[CH:24][S:23][CH:22]=4)[C:14]=3[C:5]=2[CH:4]=1)#[N:2].[OH:26]O.[OH-].[Na+], predict the reaction product. (7) Given the reactants O1CCCC1.C[Si]([C:10]#[C:11][C:12]1[C:13]([NH2:18])=[N:14][CH:15]=[CH:16][CH:17]=1)(C)C.[F-].C([N+](CCCC)(CCCC)CCCC)CCC, predict the reaction product. The product is: [C:11]([C:12]1[C:13]([NH2:18])=[N:14][CH:15]=[CH:16][CH:17]=1)#[CH:10].